This data is from Full USPTO retrosynthesis dataset with 1.9M reactions from patents (1976-2016). The task is: Predict the reactants needed to synthesize the given product. (1) Given the product [Cl:43][C:40]1[CH:39]=[CH:38][C:37]([C:35]([N:34]2[C:33]3[C:28](=[CH:29][C:30]([O:44][CH3:45])=[CH:31][CH:32]=3)[C:27]([CH2:46][C:47]([O:49][C:51]3[CH:71]=[CH:70][C:54]([C:55]([O:57][CH:58]4[CH2:63][O:62][CH:61]([C:64]5[CH:69]=[CH:68][CH:67]=[CH:66][CH:65]=5)[O:60][CH2:59]4)=[O:56])=[CH:53][CH:52]=3)=[O:48])=[C:26]2[CH3:25])=[O:36])=[CH:42][CH:41]=1, predict the reactants needed to synthesize it. The reactants are: CN(C(ON1N=NC2C=CC=CC1=2)=[N+](C)C)C.F[P-](F)(F)(F)(F)F.[CH3:25][C:26]1[N:34]([C:35]([C:37]2[CH:38]=[CH:39][C:40]([Cl:43])=[CH:41][CH:42]=2)=[O:36])[C:33]2[CH:32]=[CH:31][C:30]([O:44][CH3:45])=[CH:29][C:28]=2[C:27]=1[CH2:46][C:47]([OH:49])=[O:48].O[C:51]1[CH:71]=[CH:70][C:54]([C:55]([O:57][CH:58]2[CH2:63][O:62][CH:61]([C:64]3[CH:69]=[CH:68][CH:67]=[CH:66][CH:65]=3)[O:60][CH2:59]2)=[O:56])=[CH:53][CH:52]=1.C(N(CC)CC)C. (2) The reactants are: [C:1]([C:4]1[O:5][C:6]2[CH:12]=[CH:11][CH:10]=[C:9]([O:13][CH3:14])[C:7]=2[N:8]=1)(=[O:3])[CH3:2].C1(C)C=CC(S(O)(=O)=O)=CC=1.[CH2:26](O)[CH2:27][OH:28]. Given the product [CH3:14][O:13][C:9]1[C:7]2[N:8]=[C:4]([C:1]3([CH3:2])[O:28][CH2:27][CH2:26][O:3]3)[O:5][C:6]=2[CH:12]=[CH:11][CH:10]=1, predict the reactants needed to synthesize it. (3) Given the product [CH2:1]([O:3][C:4](=[O:29])[CH2:5][C:6]([CH3:9])([CH2:10][C:11]1[CH:16]=[CH:15][C:14]([O:17][CH2:18][CH2:19][CH2:20][NH:21][C:22]2[CH:27]=[CH:26][CH:25]=[CH:24][N:23]=2)=[CH:13][CH:12]=1)[CH:7]=[CH2:8])[CH3:2], predict the reactants needed to synthesize it. The reactants are: [CH2:1]([O:3][C:4](=[O:29])[CH2:5][C:6]([CH2:10][C:11]1[CH:16]=[CH:15][C:14]([O:17][CH2:18][CH2:19][CH2:20][NH:21][CH:22]2[CH:27]=[CH:26][CH:25]=[CH:24][N:23]2O)=[CH:13][CH:12]=1)([CH3:9])[CH:7]=[CH2:8])[CH3:2].C1(P(C2C=CC=CC=2)C2C=CC=CC=2)C=CC=CC=1. (4) The reactants are: [H-].[Na+].COC(=O)[CH2:6][CH2:7][C:8]1[N:13]=[CH:12][C:11]2[O:14][CH2:15][CH2:16][C:10]=2[C:9]=1[C:17]([O:19]C)=O.Cl. Given the product [CH2:16]1[C:10]2=[C:9]3[C:17](=[O:19])[CH2:6][CH2:7][C:8]3=[N:13][CH:12]=[C:11]2[O:14][CH2:15]1, predict the reactants needed to synthesize it. (5) Given the product [CH3:1][NH:3][C@H:4]([CH2:8][C:9]1[S:10][CH:11]=[CH:12][CH:13]=1)[CH2:5][OH:6], predict the reactants needed to synthesize it. The reactants are: [CH:1]([NH:3][C@H:4]([CH2:8][C:9]1[S:10][CH:11]=[CH:12][CH:13]=1)[C:5](O)=[O:6])=O.[BH4-].[Na+].II.CO.